Dataset: Buchwald-Hartwig C-N cross coupling reaction yields with 55,370 reactions. Task: Predict the reaction yield, written as a fraction of the theoretical maximum amount of product (1.0 means a 100% yield; for example, 0.34 means a 34% yield). (1) The reactants are Brc1ccccn1.Cc1ccc(N)cc1.O=S(=O)(O[Pd]1c2ccccc2-c2ccccc2N~1)C(F)(F)F.COc1ccc(OC)c(P(C(C)(C)C)C(C)(C)C)c1-c1c(C(C)C)cc(C(C)C)cc1C(C)C.CN(C)C(=NC(C)(C)C)N(C)C.CCOC(=O)c1ccon1. No catalyst specified. The product is Cc1ccc(Nc2ccccn2)cc1. The yield is 0.605. (2) The reactants are Ic1ccccn1.Cc1ccc(N)cc1.O=S(=O)(O[Pd]1c2ccccc2-c2ccccc2N~1)C(F)(F)F.CC(C)c1cc(C(C)C)c(-c2ccccc2P(C2CCCCC2)C2CCCCC2)c(C(C)C)c1.CN1CCCN2CCCN=C12.Cc1cc(-c2ccccc2)on1. No catalyst specified. The product is Cc1ccc(Nc2ccccn2)cc1. The yield is 0.627. (3) The reactants are Ic1ccccn1.Cc1ccc(N)cc1.O=S(=O)(O[Pd]1c2ccccc2-c2ccccc2N~1)C(F)(F)F.CC(C)c1cc(C(C)C)c(-c2ccccc2P(C2CCCCC2)C2CCCCC2)c(C(C)C)c1.CCN=P(N=P(N(C)C)(N(C)C)N(C)C)(N(C)C)N(C)C.c1ccc(-c2cnoc2)cc1. No catalyst specified. The product is Cc1ccc(Nc2ccccn2)cc1. The yield is 0.194. (4) The reactants are CCc1ccc(I)cc1.Cc1ccc(N)cc1.O=S(=O)(O[Pd]1c2ccccc2-c2ccccc2N~1)C(F)(F)F.CC(C)c1cc(C(C)C)c(-c2ccccc2P(C(C)(C)C)C(C)(C)C)c(C(C)C)c1.CCN=P(N=P(N(C)C)(N(C)C)N(C)C)(N(C)C)N(C)C.Cc1cc(C)on1. No catalyst specified. The product is CCc1ccc(Nc2ccc(C)cc2)cc1. The yield is 0.694. (5) The reactants are COc1ccc(Cl)cc1.Cc1ccc(N)cc1.O=S(=O)(O[Pd]1c2ccccc2-c2ccccc2N~1)C(F)(F)F.CC(C)c1cc(C(C)C)c(-c2ccccc2P(C2CCCCC2)C2CCCCC2)c(C(C)C)c1.CCN=P(N=P(N(C)C)(N(C)C)N(C)C)(N(C)C)N(C)C.Cc1cc(C)on1. No catalyst specified. The product is COc1ccc(Nc2ccc(C)cc2)cc1. The yield is 0.0121. (6) The reactants are COc1ccc(I)cc1.Cc1ccc(N)cc1.O=S(=O)(O[Pd]1c2ccccc2-c2ccccc2N~1)C(F)(F)F.CC(C)c1cc(C(C)C)c(-c2ccccc2P(C(C)(C)C)C(C)(C)C)c(C(C)C)c1.CCN=P(N=P(N(C)C)(N(C)C)N(C)C)(N(C)C)N(C)C.c1ccc(CN(Cc2ccccc2)c2ccno2)cc1. No catalyst specified. The product is COc1ccc(Nc2ccc(C)cc2)cc1. The yield is 0.111. (7) No catalyst specified. The product is COc1ccc(Nc2ccc(C)cc2)cc1. The yield is 0. The reactants are COc1ccc(Cl)cc1.Cc1ccc(N)cc1.O=S(=O)(O[Pd]1c2ccccc2-c2ccccc2N~1)C(F)(F)F.COc1ccc(OC)c(P(C(C)(C)C)C(C)(C)C)c1-c1c(C(C)C)cc(C(C)C)cc1C(C)C.CN(C)C(=NC(C)(C)C)N(C)C.c1ccc(-c2ccno2)cc1. (8) The reactants are Clc1ccccn1.Cc1ccc(N)cc1.O=S(=O)(O[Pd]1c2ccccc2-c2ccccc2N~1)C(F)(F)F.CC(C)c1cc(C(C)C)c(-c2ccccc2P(C2CCCCC2)C2CCCCC2)c(C(C)C)c1.CCN=P(N=P(N(C)C)(N(C)C)N(C)C)(N(C)C)N(C)C.Cc1ccno1. No catalyst specified. The product is Cc1ccc(Nc2ccccn2)cc1. The yield is 0.140.